From a dataset of Full USPTO retrosynthesis dataset with 1.9M reactions from patents (1976-2016). Predict the reactants needed to synthesize the given product. Given the product [Cl:1][C:2]1[CH:3]=[C:4]([N:8]2[N:12]=[N:11][C:10]([CH2:13][OH:14])=[N:9]2)[CH:5]=[CH:6][CH:7]=1, predict the reactants needed to synthesize it. The reactants are: [Cl:1][C:2]1[CH:3]=[C:4]([N:8]2[N:12]=[N:11][C:10]([CH:13]=[O:14])=[N:9]2)[CH:5]=[CH:6][CH:7]=1.[BH4-].[Li+].